From a dataset of Forward reaction prediction with 1.9M reactions from USPTO patents (1976-2016). Predict the product of the given reaction. (1) Given the reactants [Br:1][CH2:2][C:3]([C:5]1[CH:10]=[CH:9][C:8]([CH3:11])=[CH:7][CH:6]=1)=O.[NH2:12][C:13]1[S:14][C:15]2[CH:21]=[C:20]([Br:22])[CH:19]=[CH:18][C:16]=2[N:17]=1, predict the reaction product. The product is: [BrH:1].[Br:22][C:20]1[CH:19]=[CH:18][C:16]2[N:17]3[CH:2]=[C:3]([C:5]4[CH:10]=[CH:9][C:8]([CH3:11])=[CH:7][CH:6]=4)[N:12]=[C:13]3[S:14][C:15]=2[CH:21]=1. (2) Given the reactants [O:1]1[C:5]2[CH:6]=[CH:7][C:8]([C:10]3[C:11](=[O:50])[O:12][C:13]([OH:49])([C:41]4[CH:46]=[CH:45][C:44]([O:47][CH3:48])=[CH:43][CH:42]=4)[C:14]=3[CH2:15][C:16]3[CH:21]=[C:20]([O:22][CH3:23])[C:19]([O:24][CH3:25])=[C:18]([O:26][CH2:27][CH2:28][O:29][CH2:30][CH2:31][O:32][CH2:33][CH2:34][O:35][CH2:36][CH2:37][N:38]=[N+]=[N-])[CH:17]=3)=[CH:9][C:4]=2[O:3][CH2:2]1.C1C=CC(P(C2C=CC=CC=2)C2C=CC=CC=2)=CC=1.O, predict the reaction product. The product is: [O:1]1[C:5]2[CH:6]=[CH:7][C:8]([C:10]3[C:11](=[O:50])[O:12][C:13]([OH:49])([C:41]4[CH:46]=[CH:45][C:44]([O:47][CH3:48])=[CH:43][CH:42]=4)[C:14]=3[CH2:15][C:16]3[CH:21]=[C:20]([O:22][CH3:23])[C:19]([O:24][CH3:25])=[C:18]([O:26][CH2:27][CH2:28][O:29][CH2:30][CH2:31][O:32][CH2:33][CH2:34][O:35][CH2:36][CH2:37][NH2:38])[CH:17]=3)=[CH:9][C:4]=2[O:3][CH2:2]1. (3) Given the reactants [Br:1][C:2]1[C:3](Cl)=[N:4][CH:5]=[C:6]([CH:22]=1)[C:7]([NH:9][C:10]1[CH:15]=[CH:14][C:13]([O:16][C:17]([F:20])([F:19])[F:18])=[C:12]([F:21])[CH:11]=1)=[O:8].[NH:24]1[CH2:28][CH2:27][C@H:26]([CH2:29][OH:30])[CH2:25]1, predict the reaction product. The product is: [Br:1][C:2]1[C:3]([N:24]2[CH2:28][CH2:27][C@H:26]([CH2:29][OH:30])[CH2:25]2)=[N:4][CH:5]=[C:6]([CH:22]=1)[C:7]([NH:9][C:10]1[CH:15]=[CH:14][C:13]([O:16][C:17]([F:20])([F:19])[F:18])=[C:12]([F:21])[CH:11]=1)=[O:8]. (4) Given the reactants [F:1][C:2]1[C:3]([CH3:13])=[C:4]([C:8]([O:11][CH3:12])=[CH:9][CH:10]=1)[C:5]([OH:7])=[O:6].N#N.C(Cl)(C(Cl)=O)=O.[C:22]1(O)[CH:27]=[CH:26][CH:25]=[CH:24][CH:23]=1.CCN(CC)CC.Cl, predict the reaction product. The product is: [F:1][C:2]1[C:3]([CH3:13])=[C:4]([C:8]([O:11][CH3:12])=[CH:9][CH:10]=1)[C:5]([O:7][C:22]1[CH:27]=[CH:26][CH:25]=[CH:24][CH:23]=1)=[O:6]. (5) Given the reactants [F:1][C:2]1[C:7]([NH:8][C:9]([NH:11][C:12]2[CH:17]=[CH:16][CH:15]=[CH:14][CH:13]=2)=[O:10])=[CH:6][C:5]([C:18]2[C:19](=[O:38])[N:20]([CH:35]([CH3:37])[CH3:36])[C:21]3[C:26]([CH:27]=2)=[CH:25][N:24]=[C:23]([NH:28][C:29](=O)[O:30]C(C)=C)[CH:22]=3)=[C:4]([CH3:39])[CH:3]=1.Cl.[NH:41]1[CH2:44][CH2:43][CH2:42]1.CN1CCCC1, predict the reaction product. The product is: [F:1][C:2]1[C:7]([NH:8][C:9]([NH:11][C:12]2[CH:13]=[CH:14][CH:15]=[CH:16][CH:17]=2)=[O:10])=[CH:6][C:5]([C:18]2[C:19](=[O:38])[N:20]([CH:35]([CH3:36])[CH3:37])[C:21]3[C:26]([CH:27]=2)=[CH:25][N:24]=[C:23]([NH:28][C:29]([N:41]2[CH2:44][CH2:43][CH2:42]2)=[O:30])[CH:22]=3)=[C:4]([CH3:39])[CH:3]=1. (6) Given the reactants [CH2:1]([OH:34])[C@H:2]1[O:7][C@H:6]([O:8][CH2:9][C@H:10]2[O:15][C@H:14]([O:16][C@:17]3([CH2:26][OH:27])[O:21][C@H:20]([CH2:22][OH:23])[C@@H:19]([OH:24])[C@@H:18]3[OH:25])[C@H:13]([OH:28])[C@@H:12]([OH:29])[C@@H:11]2[OH:30])[C@H:5]([OH:31])[C@@H:4]([OH:32])[C@H:3]1[OH:33].[C:35]([O-:38])(=[O:37])[CH3:36].[Na+], predict the reaction product. The product is: [CH2:1]([OH:34])[C@H:2]1[O:7][C@H:6]([O:8][CH2:9][C@H:10]2[O:15][C@H:14]([O:16][C@:17]3([CH2:26][OH:27])[O:21][C@H:20]([CH2:22][OH:23])[C@@H:19]([OH:24])[C@@H:18]3[OH:25])[C@H:13]([OH:28])[C@@H:12]([OH:29])[C@@H:11]2[OH:30])[C@H:5]([OH:31])[C@@H:4]([OH:32])[C@H:3]1[OH:33].[C:35]([O:38][O-:7])(=[O:37])[CH3:36]. (7) Given the reactants [OH:1][C:2]1[CH:9]=[CH:8][C:5]([CH:6]=[O:7])=[CH:4][C:3]=1[CH3:10].C(=O)([O-])[O-].[K+].[K+].Br[CH2:18][C:19]1[CH:24]=[CH:23][C:22]([C:25]([F:28])([F:27])[F:26])=[CH:21][C:20]=1[C:29]([F:32])([F:31])[F:30].O, predict the reaction product. The product is: [F:30][C:29]([F:31])([F:32])[C:20]1[CH:21]=[C:22]([C:25]([F:28])([F:26])[F:27])[CH:23]=[CH:24][C:19]=1[CH2:18][O:1][C:2]1[CH:9]=[CH:8][C:5]([CH:6]=[O:7])=[CH:4][C:3]=1[CH3:10]. (8) Given the reactants [F:1][C:2]([F:7])([F:6])[C:3]([O-:5])=[O:4].C([O:15][C:16]1[CH:17]=[CH:18][C:19]([C@@H:27]([OH:63])[CH2:28][NH:29][CH2:30][CH2:31][CH2:32][CH2:33][CH2:34][CH2:35][CH2:36][CH2:37][CH2:38][C:39]2[CH:40]=[CH:41][C:42]([C:57]3[CH:62]=[CH:61][CH:60]=[CH:59][CH:58]=3)=[C:43]([NH:45][C:46]([O:48][CH:49]3[CH2:54][CH2:53][N+:52]([CH3:56])([CH3:55])[CH2:51][CH2:50]3)=[O:47])[CH:44]=2)=[C:20]2[C:25]=1[NH:24][C:23](=[O:26])[CH:22]=[CH:21]2)C1C=CC=CC=1, predict the reaction product. The product is: [F:1][C:2]([F:7])([F:6])[C:3]([O-:5])=[O:4].[OH:63][C@H:27]([C:19]1[CH:18]=[CH:17][C:16]([OH:15])=[C:25]2[C:20]=1[CH:21]=[CH:22][C:23](=[O:26])[NH:24]2)[CH2:28][NH:29][CH2:30][CH2:31][CH2:32][CH2:33][CH2:34][CH2:35][CH2:36][CH2:37][CH2:38][C:39]1[CH:40]=[CH:41][C:42]([C:57]2[CH:58]=[CH:59][CH:60]=[CH:61][CH:62]=2)=[C:43]([NH:45][C:46]([O:48][CH:49]2[CH2:50][CH2:51][N+:52]([CH3:56])([CH3:55])[CH2:53][CH2:54]2)=[O:47])[CH:44]=1. (9) Given the reactants [CH2:1]([O:3][C:4]([C:6]1([C:11]2[CH:16]=[CH:15][C:14]([C:17]3[CH:22]=[CH:21][C:20](B4OC(C)(C)C(C)(C)O4)=[CH:19][C:18]=3[O:32][CH3:33])=[CH:13][CH:12]=2)[CH2:8][CH:7]1CC)=[O:5])[CH3:2].[C:34]([O:38][C:39]([C:41]1[CH:45]=[CH:44][S:43][C:42]=1Br)=[O:40])([CH3:37])([CH3:36])[CH3:35].O.C(=O)([O-])[O-].[Na+].[Na+], predict the reaction product. The product is: [C:34]([O:38][C:39]([C:41]1[CH:45]=[CH:44][S:43][C:42]=1[C:20]1[CH:21]=[CH:22][C:17]([C:14]2[CH:15]=[CH:16][C:11]([C:6]3([C:4]([O:3][CH2:1][CH3:2])=[O:5])[CH2:8][CH2:7]3)=[CH:12][CH:13]=2)=[C:18]([O:32][CH3:33])[CH:19]=1)=[O:40])([CH3:37])([CH3:36])[CH3:35].